Dataset: Forward reaction prediction with 1.9M reactions from USPTO patents (1976-2016). Task: Predict the product of the given reaction. (1) Given the reactants [CH:1]12[N:7]([CH2:8][CH2:9][O:10][C:11]3[CH:16]=[CH:15][C:14]([NH2:17])=[CH:13][C:12]=3[C:18]3[N:19]([CH3:24])[N:20]=[CH:21][C:22]=3[Br:23])[CH:4]([CH2:5][CH2:6]1)[CH2:3][CH2:2]2.C1C([N+]([O-])=O)=CC=C([Cl-][C:35]([O-])=[O:36])C=1.[F:38][C:39]([F:49])([F:48])[C:40]1[CH:41]=[C:42]([CH:45]=[CH:46][CH:47]=1)[CH2:43][NH2:44].C(N(CC)C(C)C)(C)C, predict the reaction product. The product is: [CH:4]12[N:7]([CH2:8][CH2:9][O:10][C:11]3[CH:16]=[CH:15][C:14]([NH:17][C:35]([NH:44][CH2:43][C:42]4[CH:45]=[CH:46][CH:47]=[C:40]([C:39]([F:48])([F:49])[F:38])[CH:41]=4)=[O:36])=[CH:13][C:12]=3[C:18]3[N:19]([CH3:24])[N:20]=[CH:21][C:22]=3[Br:23])[CH:1]([CH2:2][CH2:3]1)[CH2:6][CH2:5]2. (2) Given the reactants [NH2:1][C:2]1[CH:3]=[C:4]2[C:9](=[CH:10][CH:11]=1)[N:8]=[CH:7][CH:6]=[CH:5]2.[C:12]1([CH:18]([N:20]=[C:21]=[O:22])[CH3:19])[CH:17]=[CH:16][CH:15]=[CH:14][CH:13]=1, predict the reaction product. The product is: [C:12]1([CH:18]([NH:20][C:21]([NH:1][C:2]2[CH:3]=[C:4]3[C:9](=[CH:10][CH:11]=2)[N:8]=[CH:7][CH:6]=[CH:5]3)=[O:22])[CH3:19])[CH:17]=[CH:16][CH:15]=[CH:14][CH:13]=1.